From a dataset of NCI-60 drug combinations with 297,098 pairs across 59 cell lines. Regression. Given two drug SMILES strings and cell line genomic features, predict the synergy score measuring deviation from expected non-interaction effect. (1) Drug 1: COC1=CC(=CC(=C1O)OC)C2C3C(COC3=O)C(C4=CC5=C(C=C24)OCO5)OC6C(C(C7C(O6)COC(O7)C8=CC=CS8)O)O. Drug 2: C1=CC=C(C(=C1)C(C2=CC=C(C=C2)Cl)C(Cl)Cl)Cl. Cell line: KM12. Synergy scores: CSS=23.3, Synergy_ZIP=-1.27, Synergy_Bliss=2.25, Synergy_Loewe=-16.5, Synergy_HSA=4.05. (2) Drug 1: C1CC(C1)(C(=O)O)C(=O)O.[NH2-].[NH2-].[Pt+2]. Drug 2: COC1=NC(=NC2=C1N=CN2C3C(C(C(O3)CO)O)O)N. Cell line: CAKI-1. Synergy scores: CSS=-8.02, Synergy_ZIP=2.58, Synergy_Bliss=-2.20, Synergy_Loewe=-8.23, Synergy_HSA=-7.81. (3) Drug 1: C1=CC(=CC=C1CC(C(=O)O)N)N(CCCl)CCCl.Cl. Drug 2: CCCS(=O)(=O)NC1=C(C(=C(C=C1)F)C(=O)C2=CNC3=C2C=C(C=N3)C4=CC=C(C=C4)Cl)F. Cell line: SF-539. Synergy scores: CSS=5.02, Synergy_ZIP=-5.63, Synergy_Bliss=-0.676, Synergy_Loewe=-5.46, Synergy_HSA=-2.10. (4) Drug 1: C1=C(C(=O)NC(=O)N1)N(CCCl)CCCl. Drug 2: CCN(CC)CCCC(C)NC1=C2C=C(C=CC2=NC3=C1C=CC(=C3)Cl)OC. Cell line: TK-10. Synergy scores: CSS=27.5, Synergy_ZIP=-4.44, Synergy_Bliss=-4.56, Synergy_Loewe=-2.43, Synergy_HSA=-2.24. (5) Drug 1: CS(=O)(=O)OCCCCOS(=O)(=O)C. Drug 2: CC1=C(C(=O)C2=C(C1=O)N3CC4C(C3(C2COC(=O)N)OC)N4)N. Cell line: A549. Synergy scores: CSS=31.3, Synergy_ZIP=-1.71, Synergy_Bliss=-1.28, Synergy_Loewe=-20.8, Synergy_HSA=-2.63. (6) Drug 1: CC1OCC2C(O1)C(C(C(O2)OC3C4COC(=O)C4C(C5=CC6=C(C=C35)OCO6)C7=CC(=C(C(=C7)OC)O)OC)O)O. Drug 2: CS(=O)(=O)OCCCCOS(=O)(=O)C. Cell line: UACC-257. Synergy scores: CSS=-1.48, Synergy_ZIP=0.141, Synergy_Bliss=-0.548, Synergy_Loewe=-12.4, Synergy_HSA=-5.25.